This data is from Full USPTO retrosynthesis dataset with 1.9M reactions from patents (1976-2016). The task is: Predict the reactants needed to synthesize the given product. (1) Given the product [F:5][C:6]1[C:12]([N+:1]([O-:4])=[O:2])=[CH:11][C:9]([NH2:10])=[C:8]([CH3:13])[CH:7]=1, predict the reactants needed to synthesize it. The reactants are: [N+:1]([O-:4])(O)=[O:2].[F:5][C:6]1[CH:12]=[CH:11][C:9]([NH2:10])=[C:8]([CH3:13])[CH:7]=1. (2) Given the product [N:4]1[C:5]2[C:10](=[CH:9][CH:8]=[CH:7][CH:6]=2)[CH:11]=[CH:12][C:3]=1[CH2:2][C:13]#[N:14], predict the reactants needed to synthesize it. The reactants are: Cl[CH2:2][C:3]1[CH:12]=[CH:11][C:10]2[C:5](=[CH:6][CH:7]=[CH:8][CH:9]=2)[N:4]=1.[C-:13]#[N:14].[Na+]. (3) The reactants are: [C:1]1(OC2C=CC=CC=2)C=CC=C[CH:2]=1.C([C:16]1[C:21]([NH:22]/[C:23](=[CH:27]\[C:28]([O-:30])=O)/[C:24]([O-:26])=[O:25])=[C:20](CC)[C:19]([Cl:33])=[CH:18][C:17]=1[Cl:34])C. Given the product [Cl:33][C:19]1[CH:18]=[C:17]([Cl:34])[CH:16]=[C:21]2[C:20]=1[C:28](=[O:30])[CH:27]=[C:23]([C:24]([O:26][CH2:1][CH3:2])=[O:25])[NH:22]2, predict the reactants needed to synthesize it. (4) The reactants are: [B:9]1([B:9]2[O:14][CH2:13][C:12]([CH3:16])([CH3:15])[CH2:11][O:10]2)[O:14][CH2:13][C:12]([CH3:16])([CH3:15])[CH2:11][O:10]1.FC1C=CC=C(F)C=1[C:25]1[CH:30]=[CH:29][C:28]([NH2:31])=[C:27]([N+:32]([O-:34])=[O:33])[CH:26]=1.C(Cl)[Cl:36].CC([O-])=O.[K+]. Given the product [Cl:36][C:29]1[CH:30]=[C:25]([B:9]2[O:10][CH2:11][C:12]([CH3:15])([CH3:16])[CH2:13][O:14]2)[CH:26]=[C:27]([N+:32]([O-:34])=[O:33])[C:28]=1[NH2:31], predict the reactants needed to synthesize it. (5) Given the product [Cl:20][C:15]1[CH:16]=[CH:17][CH:18]=[CH:19][C:14]=1[CH2:13][N:10]1[C:11](=[O:12])[C:6]([C:4]([NH:25][CH2:26][C:27]([OH:29])=[O:28])=[O:5])=[C:7]([OH:24])[C:8]2=[CH:23][CH:22]=[CH:21][N:9]12, predict the reactants needed to synthesize it. The reactants are: C(O[C:4]([C:6]1[C:11](=[O:12])[N:10]([CH2:13][C:14]2[CH:19]=[CH:18][CH:17]=[CH:16][C:15]=2[Cl:20])[N:9]2[CH:21]=[CH:22][CH:23]=[C:8]2[C:7]=1[OH:24])=[O:5])C.[NH2:25][CH2:26][C:27]([O-:29])=[O:28].[Na+]. (6) Given the product [CH2:1]([O:3][C:4]([N:6]1[C:15]2[C:10](=[N:11][C:12]([O:16][CH3:17])=[CH:13][CH:14]=2)[C@@H:9]([NH:18][C:19]2[N:23]([CH2:24][C:25]3[CH:30]=[C:29]([C:31]([F:32])([F:33])[F:34])[CH:28]=[C:27]([C:35]([F:36])([F:38])[F:37])[CH:26]=3)[N:22]([CH2:45][C:44]([C:43]([O:42][CH3:41])=[O:49])([CH3:48])[CH3:47])[NH:21][N:20]=2)[CH2:8][C@H:7]1[CH2:39][CH3:40])=[O:5])[CH3:2], predict the reactants needed to synthesize it. The reactants are: [CH2:1]([O:3][C:4]([N:6]1[C:15]2[C:10](=[N:11][C:12]([O:16][CH3:17])=[CH:13][CH:14]=2)[C@@H:9]([NH:18][C:19]2[N:23]([CH2:24][C:25]3[CH:30]=[C:29]([C:31]([F:34])([F:33])[F:32])[CH:28]=[C:27]([C:35]([F:38])([F:37])[F:36])[CH:26]=3)[N:22]=[N:21][N:20]=2)[CH2:8][C@H:7]1[CH2:39][CH3:40])=[O:5])[CH3:2].[CH3:41][O:42][C:43](=[O:49])[C:44]([CH3:48])([CH3:47])[CH2:45]O.N(C(OCC)=O)=NC(OCC)=O. (7) Given the product [N:12]1[C:13]([C:17]2[C:18]([O:23][C:24]3[C:33]([CH3:34])=[CH:32][CH:31]=[C:30]4[C:25]=3[CH:26]=[CH:27][N:28]=[C:29]4[NH:35][C:36]3[CH:41]=[CH:40][C:39]([Cl:42])=[CH:38][CH:37]=3)=[N:19][CH:20]=[CH:21][CH:22]=2)=[C:14]2[C:9]([NH:8][CH:16]=[N:15]2)=[N:10][CH:11]=1, predict the reactants needed to synthesize it. The reactants are: COC1C=CC(C[N:8]2[CH:16]=[N:15][C:14]3[C:9]2=[N:10][CH:11]=[N:12][C:13]=3[C:17]2[C:18]([O:23][C:24]3[C:33]([CH3:34])=[CH:32][CH:31]=[C:30]4[C:25]=3[CH:26]=[CH:27][N:28]=[C:29]4[NH:35][C:36]3[CH:41]=[CH:40][C:39]([Cl:42])=[CH:38][CH:37]=3)=[N:19][CH:20]=[CH:21][CH:22]=2)=CC=1. (8) Given the product [O:36]=[C:7]1[CH:8]=[CH:9][C:10]([C:12](=[O:35])[NH:13][C:14]2[CH:19]=[CH:18][C:17]([N:20]3[C:24]([C:25]([F:27])([F:28])[F:26])=[CH:23][C:22]([C:29]4[CH:30]=[N:31][CH:32]=[CH:33][CH:34]=4)=[N:21]3)=[CH:16][N:15]=2)=[CH:11][N:6]1[CH2:5][C:4]([OH:37])=[O:3], predict the reactants needed to synthesize it. The reactants are: C([O:3][C:4](=[O:37])[CH2:5][N:6]1[CH:11]=[C:10]([C:12](=[O:35])[NH:13][C:14]2[CH:19]=[CH:18][C:17]([N:20]3[C:24]([C:25]([F:28])([F:27])[F:26])=[CH:23][C:22]([C:29]4[CH:30]=[N:31][CH:32]=[CH:33][CH:34]=4)=[N:21]3)=[CH:16][N:15]=2)[CH:9]=[CH:8][C:7]1=[O:36])C.O.[OH-].[Li+].Cl. (9) Given the product [Br:3][C:4]1[C:5]([N:9]([CH3:11])[CH3:10])=[N:6][N:7]([CH:17]2[CH2:22][CH2:21][N:20]([C:23]([O:25][C:26]([CH3:29])([CH3:28])[CH3:27])=[O:24])[CH2:19][CH2:18]2)[CH:8]=1, predict the reactants needed to synthesize it. The reactants are: [H-].[Na+].[Br:3][C:4]1[C:5]([N:9]([CH3:11])[CH3:10])=[N:6][NH:7][CH:8]=1.CS(O[CH:17]1[CH2:22][CH2:21][N:20]([C:23]([O:25][C:26]([CH3:29])([CH3:28])[CH3:27])=[O:24])[CH2:19][CH2:18]1)(=O)=O.